From a dataset of NCI-60 drug combinations with 297,098 pairs across 59 cell lines. Regression. Given two drug SMILES strings and cell line genomic features, predict the synergy score measuring deviation from expected non-interaction effect. (1) Drug 1: C1CCC(C1)C(CC#N)N2C=C(C=N2)C3=C4C=CNC4=NC=N3. Drug 2: C1=CN(C=N1)CC(O)(P(=O)(O)O)P(=O)(O)O. Cell line: SF-295. Synergy scores: CSS=4.40, Synergy_ZIP=-1.89, Synergy_Bliss=-0.612, Synergy_Loewe=0.741, Synergy_HSA=0.538. (2) Drug 1: CCC1(CC2CC(C3=C(CCN(C2)C1)C4=CC=CC=C4N3)(C5=C(C=C6C(=C5)C78CCN9C7C(C=CC9)(C(C(C8N6C=O)(C(=O)OC)O)OC(=O)C)CC)OC)C(=O)OC)O.OS(=O)(=O)O. Drug 2: C1CN(CCN1C(=O)CCBr)C(=O)CCBr. Cell line: NCI-H460. Synergy scores: CSS=28.3, Synergy_ZIP=0.588, Synergy_Bliss=1.75, Synergy_Loewe=-0.138, Synergy_HSA=-0.226. (3) Drug 1: C1C(C(OC1N2C=C(C(=O)NC2=O)F)CO)O. Drug 2: C1CCC(C(C1)N)N.C(=O)(C(=O)[O-])[O-].[Pt+4]. Cell line: OVCAR-4. Synergy scores: CSS=16.9, Synergy_ZIP=-7.44, Synergy_Bliss=-0.394, Synergy_Loewe=1.12, Synergy_HSA=2.20. (4) Drug 1: CC1=C(C=C(C=C1)NC2=NC=CC(=N2)N(C)C3=CC4=NN(C(=C4C=C3)C)C)S(=O)(=O)N.Cl. Drug 2: COC1=C2C(=CC3=C1OC=C3)C=CC(=O)O2. Cell line: UACC62. Synergy scores: CSS=2.16, Synergy_ZIP=5.57, Synergy_Bliss=1.78, Synergy_Loewe=1.75, Synergy_HSA=1.62. (5) Drug 1: C1=CN(C=N1)CC(O)(P(=O)(O)O)P(=O)(O)O. Drug 2: CCC1(C2=C(COC1=O)C(=O)N3CC4=CC5=C(C=CC(=C5CN(C)C)O)N=C4C3=C2)O.Cl. Cell line: MALME-3M. Synergy scores: CSS=11.2, Synergy_ZIP=-3.00, Synergy_Bliss=2.65, Synergy_Loewe=-10.3, Synergy_HSA=0.467. (6) Drug 1: CC1OCC2C(O1)C(C(C(O2)OC3C4COC(=O)C4C(C5=CC6=C(C=C35)OCO6)C7=CC(=C(C(=C7)OC)O)OC)O)O. Drug 2: CCC1(CC2CC(C3=C(CCN(C2)C1)C4=CC=CC=C4N3)(C5=C(C=C6C(=C5)C78CCN9C7C(C=CC9)(C(C(C8N6C)(C(=O)OC)O)OC(=O)C)CC)OC)C(=O)OC)O.OS(=O)(=O)O. Cell line: NCI-H522. Synergy scores: CSS=49.3, Synergy_ZIP=-4.76, Synergy_Bliss=-4.56, Synergy_Loewe=-3.34, Synergy_HSA=-1.55. (7) Synergy scores: CSS=20.0, Synergy_ZIP=-7.57, Synergy_Bliss=-9.35, Synergy_Loewe=-23.4, Synergy_HSA=-9.40. Cell line: OVCAR3. Drug 2: COCCOC1=C(C=C2C(=C1)C(=NC=N2)NC3=CC=CC(=C3)C#C)OCCOC.Cl. Drug 1: C1CN1C2=NC(=NC(=N2)N3CC3)N4CC4.